Dataset: Full USPTO retrosynthesis dataset with 1.9M reactions from patents (1976-2016). Task: Predict the reactants needed to synthesize the given product. (1) Given the product [OH:34][CH2:33][CH2:32][CH2:31][C:26]1[CH:25]=[CH:24][C:23]([NH2:35])=[C:22]2[C:27]=1[C:28]([OH:30])=[CH:29][C:20]([C:18]([OH:19])=[O:17])=[N:21]2, predict the reactants needed to synthesize it. The reactants are: OC1C2C(=C(N)C=CC=2)N=C(C(O)=O)C=1.C[O:17][C:18]([C:20]1[CH:29]=[C:28]([OH:30])[C:27]2[C:22](=[C:23]([NH2:35])[CH:24]=[CH:25][C:26]=2[CH2:31][CH2:32][CH2:33][OH:34])[N:21]=1)=[O:19]. (2) Given the product [CH2:25]([CH:24]1[N:23]=[C:20]2[N:19]([C:18](=[O:29])[N:17]([CH2:30][CH2:31][CH3:32])[C:16]3[N:15]=[C:14]([C:9]45[CH2:12][CH2:13][C:6]([CH2:5][CH2:4][C:3]([OH:2])=[O:33])([CH2:7][CH2:8]4)[CH2:11][CH2:10]5)[NH:22][C:21]=32)[CH2:27]1)[CH3:26], predict the reactants needed to synthesize it. The reactants are: C[O:2][C:3](=[O:33])[CH2:4][CH2:5][C:6]12[CH2:13][CH2:12][C:9]([C:14]3[NH:22][C:21]4[C:20]([NH:23][CH:24]([CH2:27]O)[CH2:25][CH3:26])=[N:19][C:18](=[O:29])[N:17]([CH2:30][CH2:31][CH3:32])[C:16]=4[N:15]=3)([CH2:10][CH2:11]1)[CH2:8][CH2:7]2.